The task is: Predict the reactants needed to synthesize the given product.. This data is from Full USPTO retrosynthesis dataset with 1.9M reactions from patents (1976-2016). (1) Given the product [Br:33][CH2:26][CH2:25][C:24]1[CH:28]=[CH:29][CH:30]=[CH:31][C:23]=1[N+:20]([O-:22])=[O:21], predict the reactants needed to synthesize it. The reactants are: C1(P(C2C=CC=CC=2)C2C=CC=CC=2)C=CC=CC=1.[N+:20]([C:23]1[CH:31]=[CH:30][CH:29]=[CH:28][C:24]=1[CH2:25][CH2:26]O)([O-:22])=[O:21].C(Br)(Br)(Br)[Br:33]. (2) The reactants are: N1(C2C3C=NC(NC(=O)N)=CC=3NN=2)CCOCC1.CO.[CH3:22][N:23]1[CH2:27][C@@H:26]([C:28]2[CH:33]=[CH:32][CH:31]=[CH:30][CH:29]=2)[C@H:25]([NH:34][C:35]([NH:37][C:38]2[N:43]=[CH:42][C:41]3[C:44]([N:47]4[CH2:52][CH2:51][O:50][CH2:49][CH2:48]4)=[N:45][NH:46][C:40]=3[CH:39]=2)=[O:36])[CH2:24]1. Given the product [CH3:22][N:23]1[CH2:27][C@H:26]([C:28]2[CH:33]=[CH:32][CH:31]=[CH:30][CH:29]=2)[C@@H:25]([NH:34][C:35]([NH:37][C:38]2[N:43]=[CH:42][C:41]3[C:44]([N:47]4[CH2:52][CH2:51][O:50][CH2:49][CH2:48]4)=[N:45][NH:46][C:40]=3[CH:39]=2)=[O:36])[CH2:24]1, predict the reactants needed to synthesize it.